Dataset: Catalyst prediction with 721,799 reactions and 888 catalyst types from USPTO. Task: Predict which catalyst facilitates the given reaction. (1) Reactant: [CH2:1]([CH:3]([C:6]1[N:11]2[N:12]=[C:13]([CH3:22])[C:14]([C:15]3[S:19][C:18](Cl)=[N:17][C:16]=3[Cl:21])=[C:10]2[N:9]=[C:8]([CH3:23])[CH:7]=1)[CH2:4][CH3:5])[CH3:2].C([O-])([O-])=O.[K+].[K+].[NH:30]1[CH2:35][CH2:34][O:33][CH2:32][CH2:31]1. Product: [CH2:1]([CH:3]([C:6]1[N:11]2[N:12]=[C:13]([CH3:22])[C:14]([C:15]3[S:19][C:18]([N:30]4[CH2:35][CH2:34][O:33][CH2:32][CH2:31]4)=[N:17][C:16]=3[Cl:21])=[C:10]2[N:9]=[C:8]([CH3:23])[CH:7]=1)[CH2:4][CH3:5])[CH3:2]. The catalyst class is: 6. (2) Product: [C:1]([O:5][C:6](=[O:31])[NH:7][C@H:8]([C:10]1[N:19]([C:20]2[CH:25]=[CH:24][CH:23]=[C:22]([C:26](=[O:28])[NH2:27])[CH:21]=2)[C:18](=[O:29])[C:17]2[C:12](=[C:13]([C:38]#[N:39])[CH:14]=[CH:15][CH:16]=2)[N:11]=1)[CH3:9])([CH3:4])([CH3:3])[CH3:2]. The catalyst class is: 267. Reactant: [C:1]([O:5][C:6](=[O:31])[NH:7][C@H:8]([C:10]1[N:19]([C:20]2[CH:25]=[CH:24][CH:23]=[C:22]([C:26](=[O:28])[NH2:27])[CH:21]=2)[C:18](=[O:29])[C:17]2[C:12](=[C:13](I)[CH:14]=[CH:15][CH:16]=2)[N:11]=1)[CH3:9])([CH3:4])([CH3:3])[CH3:2].CCOC(C)=O.[CH3:38][N:39]1C(=O)CCC1.